Dataset: Forward reaction prediction with 1.9M reactions from USPTO patents (1976-2016). Task: Predict the product of the given reaction. (1) Given the reactants [CH:1]([O:4][C:5]([N:7]1[CH2:12][CH2:11][CH:10]([CH2:13][O:14][C:15]2[CH:20]=[CH:19][C:18](B3OC(C)(C)C(C)(C)O3)=[CH:17][N:16]=2)[CH2:9][CH2:8]1)=[O:6])([CH3:3])[CH3:2].[C:30]([O:34][C:35]([NH:37][C@H:38]([C:55](=[O:61])[N:56]1[CH2:60][CH2:59][CH2:58][CH2:57]1)[CH2:39][C:40]1[CH:45]=[CH:44][C:43](OS(C(F)(F)F)(=O)=O)=[CH:42][C:41]=1[F:54])=[O:36])([CH3:33])([CH3:32])[CH3:31], predict the reaction product. The product is: [CH:1]([O:4][C:5]([N:7]1[CH2:8][CH2:9][CH:10]([CH2:13][O:14][C:15]2[CH:20]=[CH:19][C:18]([C:43]3[CH:44]=[CH:45][C:40]([CH2:39][C@H:38]([NH:37][C:35]([O:34][C:30]([CH3:32])([CH3:31])[CH3:33])=[O:36])[C:55](=[O:61])[N:56]4[CH2:60][CH2:59][CH2:58][CH2:57]4)=[C:41]([F:54])[CH:42]=3)=[CH:17][N:16]=2)[CH2:11][CH2:12]1)=[O:6])([CH3:2])[CH3:3]. (2) The product is: [CH2:1]([NH:4][C:5]1[C:14]2[C:9](=[CH:10][CH:11]=[C:12]([N+:15]([O-:17])=[O:16])[CH:13]=2)[N:8]=[C:7]([NH:26][CH2:19][CH2:20][CH2:21][CH2:22][CH2:23][CH2:24][CH3:25])[N:6]=1)[CH:2]=[CH2:3]. Given the reactants [CH2:1]([NH:4][C:5]1[C:14]2[C:9](=[CH:10][CH:11]=[C:12]([N+:15]([O-:17])=[O:16])[CH:13]=2)[N:8]=[C:7](Cl)[N:6]=1)[CH:2]=[CH2:3].[CH2:19]([NH2:26])[CH2:20][CH2:21][CH2:22][CH2:23][CH2:24][CH3:25], predict the reaction product. (3) Given the reactants [Cl:1][C:2]1[CH:18]=[CH:17][C:5]([CH2:6][NH:7][C:8]([C:10]2([C:13]([F:16])([F:15])[F:14])[CH2:12][CH2:11]2)=[O:9])=[CH:4][C:3]=1[N+:19]([O-])=O, predict the reaction product. The product is: [Cl:1][C:2]1[CH:18]=[CH:17][C:5]([CH2:6][NH:7][C:8]([C:10]2([C:13]([F:15])([F:16])[F:14])[CH2:12][CH2:11]2)=[O:9])=[CH:4][C:3]=1[NH2:19]. (4) Given the reactants [C:1]([C:4]1[C:12]2[C:7](=[CH:8][CH:9]=[C:10]([NH:13][C:14](=[O:20])[CH2:15][C:16]([F:19])([F:18])[F:17])[CH:11]=2)[N:6]([CH2:21][C:22]([OH:24])=O)[CH:5]=1)(=[O:3])[CH3:2].Cl.[Cl:26][C:27]1[CH:32]=[CH:31][CH:30]=[CH:29][C:28]=1[C:33]1[CH:38]=[CH:37][CH:36]=[C:35]([NH:39][C:40]([C@@H:42]2[CH2:46][C@@H:45]([F:47])[CH2:44][NH:43]2)=[O:41])[C:34]=1[F:48].CN(C(ON1N=NC2C=CC=NC1=2)=[N+](C)C)C.F[P-](F)(F)(F)(F)F, predict the reaction product. The product is: [C:1]([C:4]1[C:12]2[C:7](=[CH:8][CH:9]=[C:10]([NH:13][C:14](=[O:20])[CH2:15][C:16]([F:17])([F:18])[F:19])[CH:11]=2)[N:6]([CH2:21][C:22]([N:43]2[CH2:44][C@H:45]([F:47])[CH2:46][C@H:42]2[C:40]([NH:39][C:35]2[C:34]([F:48])=[C:33]([C:28]3[CH:29]=[CH:30][CH:31]=[CH:32][C:27]=3[Cl:26])[CH:38]=[CH:37][CH:36]=2)=[O:41])=[O:24])[CH:5]=1)(=[O:3])[CH3:2].